From a dataset of CYP2C9 inhibition data for predicting drug metabolism from PubChem BioAssay. Regression/Classification. Given a drug SMILES string, predict its absorption, distribution, metabolism, or excretion properties. Task type varies by dataset: regression for continuous measurements (e.g., permeability, clearance, half-life) or binary classification for categorical outcomes (e.g., BBB penetration, CYP inhibition). Dataset: cyp2c9_veith. (1) The molecule is O=C1[C@H]2CC[C@H]3/C(=N\OCc4ccccc4)C[C@@H](O)[C@@H](O)[C@@H]3[C@@H]2C(=O)N1C1CCCCC1. The result is 0 (non-inhibitor). (2) The compound is COc1ccccc1CNCCCCCCNCCCCCCCCNCCCCCCNCc1ccccc1OC. The result is 0 (non-inhibitor). (3) The molecule is Cc1cc(=O)n(-c2ccccc2)n1C. The result is 0 (non-inhibitor). (4) The drug is CC(CC(=O)O)(CC(=O)O)C(=O)O. The result is 0 (non-inhibitor). (5) The drug is Cc1ccc(NC(CNS(=O)(=O)c2ccc(Cl)cc2)c2ccccc2)cc1. The result is 1 (inhibitor).